Dataset: Forward reaction prediction with 1.9M reactions from USPTO patents (1976-2016). Task: Predict the product of the given reaction. (1) Given the reactants [F:1][C:2]1[CH:3]=[CH:4][C:5]2=[C:6]([CH:36]=1)[O:7][CH2:8][C:9]1[CH:35]=[CH:34][CH:33]=[CH:32][C:10]=1/[C:11]/2=[CH:12]\[C:13]1[CH:18]=[CH:17][C:16]([NH:19][C@H:20]2[CH2:28][N:27]3[C@@H:22]([CH2:23][O:24][CH2:25][CH2:26]3)[CH2:21]2)=[C:15]([N+:29]([O-])=O)[CH:14]=1.C(N(CC)CC)C.Cl[C:45](Cl)([O:47]C(=O)OC(Cl)(Cl)Cl)Cl, predict the reaction product. The product is: [F:1][C:2]1[CH:3]=[CH:4][C:5]2=[C:6]([CH:36]=1)[O:7][CH2:8][C:9]1[CH:35]=[CH:34][CH:33]=[CH:32][C:10]=1/[C:11]/2=[CH:12]\[C:13]1[CH:18]=[CH:17][C:16]2[N:19]([C@H:20]3[CH2:28][N:27]4[C@@H:22]([CH2:23][O:24][CH2:25][CH2:26]4)[CH2:21]3)[C:45](=[O:47])[NH:29][C:15]=2[CH:14]=1. (2) Given the reactants [C:1]([O:5][C:6]([N:8]1[CH2:14][CH:13]2[CH:9]1[CH2:10][NH:11][CH2:12]2)=[O:7])([CH3:4])([CH3:3])[CH3:2].[Cl:15][C:16]1[CH:21]=[C:20]([Cl:22])[CH:19]=[CH:18][C:17]=1[CH2:23][N:24]=[C:25]=[O:26], predict the reaction product. The product is: [C:1]([O:5][C:6]([N:8]1[CH2:14][CH:13]2[CH:9]1[CH2:10][N:11]([C:25](=[O:26])[NH:24][CH2:23][C:17]1[CH:18]=[CH:19][C:20]([Cl:22])=[CH:21][C:16]=1[Cl:15])[CH2:12]2)=[O:7])([CH3:4])([CH3:2])[CH3:3]. (3) Given the reactants [Cl:1][C:2]1[CH:7]=[CH:6][CH:5]=[CH:4][C:3]=1[C:8]1[C:27](=[O:28])[N:26]([CH2:29][CH2:30][C:31]2[CH:36]=[CH:35][C:34]([NH:37]C(=O)OC(C)(C)C)=[CH:33][CH:32]=2)[C:11]2[N:12]=[C:13]([NH:16][CH2:17][CH2:18][CH2:19][CH2:20][N:21]([CH2:24][CH3:25])[CH2:22][CH3:23])[N:14]=[CH:15][C:10]=2[CH:9]=1.FC(F)(F)C(O)=O, predict the reaction product. The product is: [NH2:37][C:34]1[CH:35]=[CH:36][C:31]([CH2:30][CH2:29][N:26]2[C:11]3[N:12]=[C:13]([NH:16][CH2:17][CH2:18][CH2:19][CH2:20][N:21]([CH2:24][CH3:25])[CH2:22][CH3:23])[N:14]=[CH:15][C:10]=3[CH:9]=[C:8]([C:3]3[CH:4]=[CH:5][CH:6]=[CH:7][C:2]=3[Cl:1])[C:27]2=[O:28])=[CH:32][CH:33]=1. (4) Given the reactants Br[C:2]1[C:3]([N:22]2[CH2:26][CH2:25][C@@H:24]([OH:27])[CH2:23]2)=[N:4][CH:5]=[C:6]([CH:21]=1)[C:7]([NH:9][C:10]1[CH:15]=[CH:14][C:13]([S:16][C:17]([F:20])([F:19])[F:18])=[CH:12][CH:11]=1)=[O:8].[NH:28]1[CH:32]=[CH:31][CH:30]=[N:29]1, predict the reaction product. The product is: [OH:27][C@@H:24]1[CH2:25][CH2:26][N:22]([C:3]2[C:2]([C:30]3[NH:29][N:28]=[CH:32][CH:31]=3)=[CH:21][C:6]([C:7]([NH:9][C:10]3[CH:15]=[CH:14][C:13]([S:16][C:17]([F:20])([F:19])[F:18])=[CH:12][CH:11]=3)=[O:8])=[CH:5][N:4]=2)[CH2:23]1. (5) Given the reactants [NH:1]1[CH2:6][CH2:5][CH2:4][C@@H:3]([N:7]2[CH:11]=[C:10]([O:12][C:13]3[N:14]=[C:15]([OH:23])[C:16]4[CH:22]=[CH:21][N:20]=[CH:19][C:17]=4[N:18]=3)[CH:9]=[N:8]2)[CH2:2]1.O=C1CCC(=O)N1[O:31][C:32](=O)[CH2:33][C:34]#[N:35], predict the reaction product. The product is: [OH:23][C:15]1[C:16]2[CH:22]=[CH:21][N:20]=[CH:19][C:17]=2[N:18]=[C:13]([O:12][C:10]2[CH:9]=[N:8][N:7]([C@@H:3]3[CH2:4][CH2:5][CH2:6][N:1]([C:32](=[O:31])[CH2:33][C:34]#[N:35])[CH2:2]3)[CH:11]=2)[N:14]=1. (6) Given the reactants [Br:1][C:2]1[CH:3]=[C:4]([CH:7]=[CH:8][CH:9]=1)[CH2:5][OH:6].CC(C)([O-])C.[Na+].[Br:16][C:17]1[CH:22]=[C:21]([C:23]2[N:24]=[N:25][C:26](Cl)=[CH:27][CH:28]=2)[CH:20]=[C:19]([Br:30])[C:18]=1[OH:31], predict the reaction product. The product is: [Br:30][C:19]1[CH:20]=[C:21]([C:23]2[N:24]=[N:25][C:26]([O:6][CH2:5][C:4]3[CH:7]=[CH:8][CH:9]=[C:2]([Br:1])[CH:3]=3)=[CH:27][CH:28]=2)[CH:22]=[C:17]([Br:16])[C:18]=1[OH:31]. (7) Given the reactants [NH:1](C(OC(C)(C)C)=O)[C@H:2]([C:19]([O:21][CH2:22][C:23]1[CH:28]=[CH:27][CH:26]=[CH:25][CH:24]=1)=[O:20])[CH2:3][CH2:4][CH2:5][CH2:6][NH:7][C:8]([O:10][CH2:11][C:12]1[CH:18]=[CH:17][CH:16]=[CH:15][C:13]=1[Cl:14])=[O:9].C(Cl)(Cl)Cl.CO, predict the reaction product. The product is: [NH2:1][C@H:2]([C:19]([O:21][CH2:22][C:23]1[CH:28]=[CH:27][CH:26]=[CH:25][CH:24]=1)=[O:20])[CH2:3][CH2:4][CH2:5][CH2:6][NH:7][C:8]([O:10][CH2:11][C:12]1[CH:18]=[CH:17][CH:16]=[CH:15][C:13]=1[Cl:14])=[O:9].